The task is: Predict the product of the given reaction.. This data is from Forward reaction prediction with 1.9M reactions from USPTO patents (1976-2016). (1) Given the reactants C(=O)(O)[O-].[Na+].[NH2:6][C@@H:7]([C:10]([OH:12])=[O:11])[CH2:8][OH:9].[CH2:13]([O:20][C:21](Cl)=[O:22])[C:14]1[CH:19]=[CH:18][CH:17]=[CH:16][CH:15]=1, predict the reaction product. The product is: [CH2:13]([O:20][C:21]([NH:6][C@@H:7]([C:10]([OH:12])=[O:11])[CH2:8][OH:9])=[O:22])[C:14]1[CH:19]=[CH:18][CH:17]=[CH:16][CH:15]=1. (2) Given the reactants Br[C:2]1[CH:3]=[C:4]2[C:9](=[CH:10][CH:11]=1)[N:8]=[CH:7][C:6]([C:12]([CH:14]1[CH2:16][CH2:15]1)=[O:13])=[C:5]2[NH:17][C:18]1[CH:19]=[N:20][C:21]([N:24]2[CH2:29][CH2:28][CH2:27][CH:26]([NH:30]C(=O)OC(C)(C)C)[CH2:25]2)=[N:22][CH:23]=1.[Cl:38][C:39]1[CH:44]=[C:43](B2OC(C)(C)C(C)(C)O2)[CH:42]=[C:41]([Cl:54])[C:40]=1[OH:55], predict the reaction product. The product is: [NH2:30][CH:26]1[CH2:27][CH2:28][CH2:29][N:24]([C:21]2[N:20]=[CH:19][C:18]([NH:17][C:5]3[C:4]4[C:9](=[CH:10][CH:11]=[C:2]([C:43]5[CH:44]=[C:39]([Cl:38])[C:40]([OH:55])=[C:41]([Cl:54])[CH:42]=5)[CH:3]=4)[N:8]=[CH:7][C:6]=3[C:12]([CH:14]3[CH2:16][CH2:15]3)=[O:13])=[CH:23][N:22]=2)[CH2:25]1. (3) The product is: [C:13]([C:2]1[CH:7]=[CH:6][C:5]([C:8]([F:11])([F:10])[F:9])=[CH:4][N:3]=1)#[N:14]. Given the reactants Cl[C:2]1[CH:7]=[CH:6][C:5]([C:8]([F:11])([F:10])[F:9])=[CH:4][N:3]=1.N.[CH3:13][N:14](C)C=O, predict the reaction product. (4) Given the reactants [C:1]1([OH:7])[CH:6]=[CH:5][CH:4]=[CH:3][CH:2]=1.[N:8]#[C:9]Br.CCCCC, predict the reaction product. The product is: [O:7]([C:1]1[CH:6]=[CH:5][CH:4]=[CH:3][CH:2]=1)[C:9]#[N:8]. (5) Given the reactants [F:1][C:2]1[CH:3]=[C:4]([F:12])[C:5]2[O:9][C:8]([CH3:10])=[N:7][C:6]=2[CH:11]=1.[CH2:13]1[CH2:20][O:19][S:16](=[O:18])(=[O:17])[CH2:15][CH2:14]1, predict the reaction product. The product is: [F:1][C:2]1[CH:3]=[C:4]([F:12])[C:5]2[O:9][C:8]([CH3:10])=[N+:7]([CH2:20][CH2:13][CH2:14][CH2:15][S:16]([O-:19])(=[O:18])=[O:17])[C:6]=2[CH:11]=1. (6) Given the reactants O[C:2]([CH3:17])=[CH:3][C:4]([C:6]1[CH:16]=[CH:15][C:9]2[O:10][CH2:11][C:12](=[O:14])[NH:13][C:8]=2[CH:7]=1)=O.[C:18]1([NH:24][NH2:25])[CH:23]=[CH:22][CH:21]=[CH:20][CH:19]=1, predict the reaction product. The product is: [CH3:17][C:2]1[CH:3]=[C:4]([C:6]2[CH:16]=[CH:15][C:9]3[O:10][CH2:11][C:12](=[O:14])[NH:13][C:8]=3[CH:7]=2)[N:24]([C:18]2[CH:23]=[CH:22][CH:21]=[CH:20][CH:19]=2)[N:25]=1. (7) The product is: [CH:18]1([NH:24][C:14]([C:11]2([F:17])[CH2:10][CH2:9][NH:8][CH2:13][CH2:12]2)=[O:16])[CH2:23][CH2:22][CH2:21][CH2:20][CH2:19]1. Given the reactants C(OC([N:8]1[CH2:13][CH2:12][C:11]([F:17])([C:14]([OH:16])=O)[CH2:10][CH2:9]1)=O)(C)(C)C.[CH:18]1([NH2:24])[CH2:23][CH2:22][CH2:21][CH2:20][CH2:19]1.C(OC(N1CCC(C(=O)NC2CCCCC2)CC1)=O)(C)(C)C, predict the reaction product. (8) Given the reactants Br[C:2]1[CH:7]=[C:6]([Cl:8])[C:5]([O:9][CH3:10])=[CH:4][C:3]=1[Cl:11].C(=O)([O-])[O-].[Cs+].[Cs+].C1(P(C2CCCCC2)C2C=CC=CC=2C2C(C(C)C)=CC(C(C)C)=CC=2C(C)C)CCCCC1.[C:52]([O:60][CH2:61][CH3:62])(=[O:59])[CH2:53][C:54]([O:56][CH2:57][CH3:58])=[O:55], predict the reaction product. The product is: [Cl:11][C:3]1[CH:4]=[C:5]([O:9][CH3:10])[C:6]([Cl:8])=[CH:7][C:2]=1[CH:53]([C:54]([O:56][CH2:57][CH3:58])=[O:55])[C:52]([O:60][CH2:61][CH3:62])=[O:59]. (9) Given the reactants [CH:1]1([CH:6]([NH:19][C:20]2[CH:25]=[CH:24][C:23]([C:26]([N:28]([CH3:36])[CH2:29][CH2:30][C:31]([O:33]CC)=[O:32])=[O:27])=[CH:22][CH:21]=2)[C:7]2[O:8][C:9]3[C:16]([F:17])=[CH:15][C:14]([F:18])=[CH:13][C:10]=3[C:11]=2[CH3:12])[CH2:5][CH2:4][CH2:3][CH2:2]1, predict the reaction product. The product is: [CH:1]1([CH:6]([NH:19][C:20]2[CH:21]=[CH:22][C:23]([C:26]([N:28]([CH3:36])[CH2:29][CH2:30][C:31]([OH:33])=[O:32])=[O:27])=[CH:24][CH:25]=2)[C:7]2[O:8][C:9]3[C:16]([F:17])=[CH:15][C:14]([F:18])=[CH:13][C:10]=3[C:11]=2[CH3:12])[CH2:5][CH2:4][CH2:3][CH2:2]1. (10) Given the reactants [CH3:1][O:2][C:3]1[CH:11]=[CH:10][C:6]([C:7]([OH:9])=O)=[C:5]([O:12]C(=O)C)[CH:4]=1.[NH2:16][C@H:17]1[CH2:22][C:21]2[C:23]([N:27]3[CH2:32][CH2:31][N:30]([CH3:33])[CH2:29][CH2:28]3)=[CH:24][CH:25]=[CH:26][C:20]=2[O:19][CH2:18]1.C(N(CC)CC)C, predict the reaction product. The product is: [CH3:33][N:30]1[CH2:31][CH2:32][N:27]([C:23]2[C:21]3[CH2:22][C@H:17]([NH:16][C:7](=[O:9])[C:6]4[CH:10]=[CH:11][C:3]([O:2][CH3:1])=[CH:4][C:5]=4[OH:12])[CH2:18][O:19][C:20]=3[CH:26]=[CH:25][CH:24]=2)[CH2:28][CH2:29]1.